From a dataset of Reaction yield outcomes from USPTO patents with 853,638 reactions. Predict the reaction yield, written as a fraction of the theoretical maximum amount of product (1.0 means a 100% yield; for example, 0.34 means a 34% yield). (1) The reactants are [CH3:1][O:2][C:3]1[CH:4]=[C:5]2[C:10](=[CH:11][C:12]=1[O:13][CH3:14])[N:9]=[CH:8][CH:7]=[C:6]2[O:15][C:16]1[CH:22]=[CH:21][C:19]([NH2:20])=[CH:18][CH:17]=1.C(N(CC)CC)C.Cl[C:31](Cl)([O:33]C(=O)OC(Cl)(Cl)Cl)Cl.[CH3:42][O:43][C:44]1[CH:45]=[C:46]([C@@H:50]([NH2:52])[CH3:51])[CH:47]=[CH:48][CH:49]=1. The catalyst is C(Cl)(Cl)Cl. The product is [CH3:1][O:2][C:3]1[CH:4]=[C:5]2[C:10](=[CH:11][C:12]=1[O:13][CH3:14])[N:9]=[CH:8][CH:7]=[C:6]2[O:15][C:16]1[CH:22]=[CH:21][C:19]([NH:20][C:31]([NH:52][C@H:50]([C:46]2[CH:47]=[CH:48][CH:49]=[C:44]([O:43][CH3:42])[CH:45]=2)[CH3:51])=[O:33])=[CH:18][CH:17]=1. The yield is 0.600. (2) The reactants are Cl[C:2]1[C:23]([O:24][CH3:25])=[CH:22][C:5]([C:6]([NH:8][S:9]([C:12]2[CH:17]=[CH:16][CH:15]=[CH:14][C:13]=2[S:18](=[O:21])(=[O:20])[NH2:19])(=[O:11])=[O:10])=[O:7])=[CH:4][N:3]=1.[C:26]([CH:28]1[CH2:32][CH2:31][CH2:30][CH2:29]1)#[CH:27]. No catalyst specified. The product is [CH:28]1([C:26]#[C:27][C:2]2[C:23]([O:24][CH3:25])=[CH:22][C:5]([C:6]([NH:8][S:9]([C:12]3[CH:17]=[CH:16][CH:15]=[CH:14][C:13]=3[S:18](=[O:21])(=[O:20])[NH2:19])(=[O:11])=[O:10])=[O:7])=[CH:4][N:3]=2)[CH2:32][CH2:31][CH2:30][CH2:29]1. The yield is 0.340. (3) The product is [CH3:1][O:2][C:3]([C@@H:5]([N:13]1[CH2:21][C:17]2[CH:18]=[CH:19][S:20][C:16]=2[CH2:15][CH2:14]1)[C:6]1[C:11]([Cl:12])=[CH:10][CH:9]=[CH:8][CH:7]=1)=[O:4].[OH:25][S:22]([OH:26])(=[O:24])=[O:23]. The yield is 0.560. The catalyst is C(Cl)(Cl)Cl. The reactants are [CH3:1][O:2][C:3]([C@@H:5]([N:13]1[CH2:21][C:17]2[CH:18]=[CH:19][S:20][C:16]=2[CH2:15][CH2:14]1)[C:6]1[CH:7]=[CH:8][CH:9]=[CH:10][C:11]=1[Cl:12])=[O:4].[S:22](=[O:26])(=[O:25])([OH:24])[OH:23]. (4) The reactants are [C:1]([O:5][C:6](=[O:35])[NH:7][CH:8]([CH2:27][C:28]1[CH:33]=[CH:32][C:31]([Cl:34])=[CH:30][CH:29]=1)[C:9]([N:11]1[CH2:16][CH2:15][N:14]([C:17]2[C:18]3[S:25][C:24](I)=[CH:23][C:19]=3[N:20]=[CH:21][N:22]=2)[CH2:13][CH2:12]1)=[O:10])([CH3:4])([CH3:3])[CH3:2].[C:36]([Cu])#[N:37]. The catalyst is N1C=CC=CC=1. The product is [C:1]([O:5][C:6](=[O:35])[NH:7][CH:8]([CH2:27][C:28]1[CH:33]=[CH:32][C:31]([Cl:34])=[CH:30][CH:29]=1)[C:9]([N:11]1[CH2:16][CH2:15][N:14]([C:17]2[C:18]3[S:25][C:24]([C:36]#[N:37])=[CH:23][C:19]=3[N:20]=[CH:21][N:22]=2)[CH2:13][CH2:12]1)=[O:10])([CH3:4])([CH3:3])[CH3:2]. The yield is 0.690. (5) The reactants are P(O[CH2:6][C@@H:7]([OH:12])[C@@H:8]([OH:11])[CH:9]=[O:10])(O)(O)=O.[C:13]([O-:18])(=[O:17])[C:14]([CH3:16])=O.[Na+].C1N=C(N)C2N=CN([C@@H]3O[C@H](COP(OP(OC[C@H]4O[C@@H](N5C=C(C(N)=O)CC=C5)[C@H](O)[C@@H]4O)(O)=O)(O)=O)[C@@H](O)[C@H]3O)C=2N=1. No catalyst specified. The product is [CH2:16]1[C:14]([C:13]([OH:18])=[O:17])=[CH:6][C:7](=[O:12])[C@@H:8]([OH:11])[C@@H:9]1[OH:10]. The yield is 0.900.